Dataset: Experimentally validated miRNA-target interactions with 360,000+ pairs, plus equal number of negative samples. Task: Binary Classification. Given a miRNA mature sequence and a target amino acid sequence, predict their likelihood of interaction. (1) The miRNA is hsa-miR-223-5p with sequence CGUGUAUUUGACAAGCUGAGUU. The protein sequence of the target gene is MNLHQVLTGAVNPGDHCFSVGSIGDQRFTAYASGCDIVILGSDFERLQIIPGAKHGNIQVGCVDCSMQQGKIAASYGNVISIFEPVNLPKQKKNLELYSQWQKSGQFFLESIAHNITWDPTGSRLLTGSSYLQLWSNTNLEKPTEDENLNKTDLNFGDWKCIWHCKTASQVHLMKFSPDGEFFATAGKDDCLLKVWYNVENWRTAVTSPDGSSEKQSQGEIDFSFVYLAHPRAVNGFSWRKTSKYMPRASVCNVLLTCCKDNVCRLWVETFLPNDCLLYGGDCSHWTESINLTNNFKRNA.... Result: 1 (interaction). (2) The miRNA is hsa-miR-3121-3p with sequence UAAAUAGAGUAGGCAAAGGACA. The protein sequence of the target gene is MADGKAGEEKPEKPQRAGAAGGPEEEAEKPVKTKTVSSSNGGESSSRSAEKRSAEDEAADLPTKPTKMSKFGFAIGSQTARKASAISIRLGASKPKETVPTLAPKTLSVAAAFNEDEDSEPEEMPPEAKMRMKNIGRDTPTSAGPNSFNKGKHGFSDNQKLWERNIKSHLGNVHDQDN. Result: 0 (no interaction). (3) The miRNA is mmu-miR-297a-5p with sequence AUGUAUGUGUGCAUGUGCAUGU. The protein sequence of the target gene is MGDKGTRVFKKASPNGKLTVYLGKRDFVDHIDLVDPVDGVVLVDPEYLKERRVYVTLTCAFRYGREDLDVLGLTFRKDLFVANVQSFPPAPEDKKPLTRLQERLIKKLGEHACPFTFEIPPNLPCSVTLQPGPEDTGKACGVDYEVKAFCAENLEEKIHKRNSVRLVIRKVQYAPERPGPQPTAETTRQFLMSDKPLHLEASLDKEIYYHGEPISVNVHVTNNTNKTVKKIKISVRQYADICLFNTAQYKCPVAMEEADDNVAPSSTFCKVYTLTPFLANNREKRGLALDGKLKHEDTNL.... Result: 1 (interaction). (4) The miRNA is rno-miR-181a-5p with sequence AACAUUCAACGCUGUCGGUGAGU. The protein sequence of the target gene is MAHSTVMFRDVAVGFSQEEWECLSAYERDLYRDVMLENYSHLVSLAGCSISKPDVITLLEQGKEPWMIVRAEKRRWSRDLESRYSSNGLLPEKNTYEINLSPWEIMGRIQRRGPEDSLLGKDFEYKIYEEQENSHRVYFRHVIKTTSGKRPRYRKRTPVSLYQKTPNGEKPYECGECGKAFKVRQQLTFHQRIHTGEKPYECKECGKAFRQCAHLSRHQRIHASDKLYECKKCAKIFTCSSDLRGHQRSHVGEKPYDCKECGKAFRVRGQLMLHQRIHTGEKPYACTECGKSFRQVAHLT.... Result: 0 (no interaction). (5) The miRNA is mmu-miR-218-5p with sequence UUGUGCUUGAUCUAACCAUGU. The protein sequence of the target gene is MVMAAKKGPGPGGGVGGSKAEAEAASEVWCRRVRELGGCSQAGNRHCFECAQRGVTYVDITVGSFVCTTCSGLLRGLNPPHRVKSISMTTFTEPEVLFLQSRGNEVCRKIWLGLFDARTSLIPDSRDPQKVKEFLQEKYEKKRWYVPPEQVKGPSYSKGSVSATPVQGSVPEGKPIRTLLGDPVPSLSDPASTSSQPGSQSQARSSSQARSSQPPSHSSTKKASTDLLADIGGDPFAAPQVVPAFASFPGFGVGQTPAHGGFANFDAFSSSPSSSTFGSLPPSVQAPFQAQPTPAGSGQM.... Result: 0 (no interaction).